From a dataset of Microsomal clearance measurements from AstraZeneca. Regression/Classification. Given a drug SMILES string, predict its absorption, distribution, metabolism, or excretion properties. Task type varies by dataset: regression for continuous measurements (e.g., permeability, clearance, half-life) or binary classification for categorical outcomes (e.g., BBB penetration, CYP inhibition). For this dataset (clearance_microsome_az), we predict log10(clearance) (log10 of the in vitro intrinsic clearance, CLint, in uL/min per mg of human liver microsomal protein, equivalently mL/min/g; values are censored to the assay range of 3 to 150, which is 0.477 to 2.18 on this log10 scale). The molecule is COc1cc(-c2ccc(Nc3ccccc3C(=O)O)c(OC)c2)ccc1Nc1ccccc1C(=O)O. The log10(clearance) is 0.820.